From a dataset of Full USPTO retrosynthesis dataset with 1.9M reactions from patents (1976-2016). Predict the reactants needed to synthesize the given product. Given the product [Br:1][C:2]1[CH:7]=[CH:6][C:5]([CH2:8][N:14]2[CH2:15][CH2:16][CH2:17][C@H:13]2[CH3:12])=[C:4]([Cl:10])[CH:3]=1, predict the reactants needed to synthesize it. The reactants are: [Br:1][C:2]1[CH:7]=[CH:6][C:5]([CH2:8]Br)=[C:4]([Cl:10])[CH:3]=1.Br.[CH3:12][C@@H:13]1[CH2:17][CH2:16][CH2:15][NH:14]1.C(=O)([O-])[O-].[K+].[K+].